Dataset: Reaction yield outcomes from USPTO patents with 853,638 reactions. Task: Predict the reaction yield, written as a fraction of the theoretical maximum amount of product (1.0 means a 100% yield; for example, 0.34 means a 34% yield). (1) The reactants are [OH:1][CH2:2][CH2:3][C:4]1[O:5][C:6]2[CH:12]=[CH:11][C:10]([C:13]3[CH:20]=[CH:19][C:16]([C:17]#[N:18])=[CH:15][CH:14]=3)=[CH:9][C:7]=2[CH:8]=1.C(N(CC)CC)C.[C:28]1([CH3:38])[CH:33]=[CH:32][C:31]([S:34](Cl)(=[O:36])=[O:35])=[CH:30][CH:29]=1. The catalyst is C(#N)C.CN(C)C1C=CN=CC=1. The product is [CH3:38][C:28]1[CH:33]=[CH:32][C:31]([S:34]([O:1][CH2:2][CH2:3][C:4]2[O:5][C:6]3[CH:12]=[CH:11][C:10]([C:13]4[CH:20]=[CH:19][C:16]([C:17]#[N:18])=[CH:15][CH:14]=4)=[CH:9][C:7]=3[CH:8]=2)(=[O:36])=[O:35])=[CH:30][CH:29]=1. The yield is 0.800. (2) The reactants are [NH2:1][C:2]1[CH:7]=[CH:6][C:5]([C:8]2[N:13]=[C:12]([N:14]3[CH2:19][CH2:18][O:17][CH2:16][CH2:15]3)[N:11]=[C:10]([C:20]3[CH:25]=[CH:24][C:23]([NH:26][C:27]([NH:29][CH3:30])=[O:28])=[CH:22][CH:21]=3)[N:9]=2)=[CH:4][CH:3]=1.C(N(CC)CC)C.[C:38]([C:41]1[CH:46]=[CH:45][C:44]([NH:47][C:48](=[O:56])OC2C=CC=CC=2)=[CH:43][CH:42]=1)(=[O:40])[NH2:39]. The catalyst is CN(C=O)C. The product is [CH3:30][NH:29][C:27]([NH:26][C:23]1[CH:22]=[CH:21][C:20]([C:10]2[N:11]=[C:12]([N:14]3[CH2:15][CH2:16][O:17][CH2:18][CH2:19]3)[N:13]=[C:8]([C:5]3[CH:4]=[CH:3][C:2]([NH:1][C:48]([NH:47][C:44]4[CH:43]=[CH:42][C:41]([C:38]([NH2:39])=[O:40])=[CH:46][CH:45]=4)=[O:56])=[CH:7][CH:6]=3)[N:9]=2)=[CH:25][CH:24]=1)=[O:28]. The yield is 0.0530. (3) The reactants are [CH2:1]([O:8][C:9]1[C:10]([Br:22])=[C:11]([C:16](=[O:21])[C:17]([O:19][CH3:20])=[O:18])[C:12]([CH3:15])=[CH:13][CH:14]=1)[C:2]1[CH:7]=[CH:6][CH:5]=[CH:4][CH:3]=1.B1(C)OC(C2C=CC=CC=2)(C2C=CC=CC=2)[C@@H]2N1CCC2.[B]1OC2C(=CC=CC=2)O1. The catalyst is C1(C)C=CC=CC=1. The product is [CH2:1]([O:8][C:9]1[C:10]([Br:22])=[C:11]([C@H:16]([OH:21])[C:17]([O:19][CH3:20])=[O:18])[C:12]([CH3:15])=[CH:13][CH:14]=1)[C:2]1[CH:3]=[CH:4][CH:5]=[CH:6][CH:7]=1. The yield is 0.650. (4) The reactants are [OH:1][CH2:2][C@H:3]([NH:8][S:9]([C:12]1[CH:17]=[CH:16][C:15]([CH3:18])=[CH:14][CH:13]=1)(=[O:11])=[O:10])[C:4]([O:6][CH3:7])=[O:5].[C:19]([O-])([O-])=O.[K+].[K+].IC. The catalyst is CN(C=O)C. The product is [OH:1][CH2:2][C@H:3]([N:8]([CH3:19])[S:9]([C:12]1[CH:13]=[CH:14][C:15]([CH3:18])=[CH:16][CH:17]=1)(=[O:11])=[O:10])[C:4]([O:6][CH3:7])=[O:5]. The yield is 1.00. (5) The reactants are C(Cl)(=O)C(Cl)=O.CS(C)=O.[CH3:11][N:12]1[CH:16]2[CH2:17][CH2:18][C:13]1([CH2:19][OH:20])[CH2:14][CH2:15]2.C(N(CC)CC)C. The catalyst is ClCCl. The product is [CH3:11][N:12]1[CH:16]2[CH2:17][CH2:18][C:13]1([CH:19]=[O:20])[CH2:14][CH2:15]2. The yield is 0.505.